Dataset: Reaction yield outcomes from USPTO patents with 853,638 reactions. Task: Predict the reaction yield, written as a fraction of the theoretical maximum amount of product (1.0 means a 100% yield; for example, 0.34 means a 34% yield). The reactants are [C:1]1(=[O:11])[C:9]2[C:4](=[CH:5][CH:6]=[CH:7][CH:8]=2)[C:3](=[O:10])[NH:2]1.C1(P(C2C=CC=CC=2)C2C=CC=CC=2)C=CC=CC=1.[N:31]1[C:40]2[C:35](=[CH:36][C:37]([CH2:41]O)=[CH:38][CH:39]=2)[CH:34]=[CH:33][CH:32]=1.N(/C(OC(C)C)=O)=N\C(OC(C)C)=O. The catalyst is C1COCC1. The product is [N:31]1[C:40]2[C:35](=[CH:36][C:37]([CH2:41][N:2]3[C:3](=[O:10])[C:4]4[C:9](=[CH:8][CH:7]=[CH:6][CH:5]=4)[C:1]3=[O:11])=[CH:38][CH:39]=2)[CH:34]=[CH:33][CH:32]=1. The yield is 0.950.